Dataset: Catalyst prediction with 721,799 reactions and 888 catalyst types from USPTO. Task: Predict which catalyst facilitates the given reaction. (1) Reactant: [CH3:1][O:2][C:3]1[N:7]([C:8]2[CH:13]=[CH:12][C:11]([C:14](=[O:23])[NH:15][CH2:16][CH:17]3[CH2:22][CH2:21][O:20][CH2:19][CH2:18]3)=[CH:10][N:9]=2)[N:6]=[CH:5][C:4]=1[C:24]([O:26]CC)=[O:25].[Li+].[OH-].Cl. Product: [CH3:1][O:2][C:3]1[N:7]([C:8]2[CH:13]=[CH:12][C:11]([C:14](=[O:23])[NH:15][CH2:16][CH:17]3[CH2:22][CH2:21][O:20][CH2:19][CH2:18]3)=[CH:10][N:9]=2)[N:6]=[CH:5][C:4]=1[C:24]([OH:26])=[O:25]. The catalyst class is: 12. (2) Reactant: [F:1][C:2]([F:13])([F:12])[CH2:3][CH:4]1[NH:9][C:8](=O)[CH2:7][NH:6][C:5]1=O.[H-].[H-].[H-].[H-].[Li+].[Al+3].O.[OH-].[Na+]. Product: [F:13][C:2]([F:1])([F:12])[CH2:3][CH:4]1[CH2:5][NH:6][CH2:7][CH2:8][NH:9]1. The catalyst class is: 1. (3) Product: [NH:32]([C:2]1[C:10]2[O:9][CH2:8][C@@H:7]([N:11]([C:26](=[O:31])[C:27]([F:30])([F:29])[F:28])[C:12]3[CH:25]=[CH:24][C:15]4[C@H:16]([CH2:19][C:20]([O:22][CH3:23])=[O:21])[CH2:17][O:18][C:14]=4[CH:13]=3)[C:6]=2[CH:5]=[CH:4][CH:3]=1)[C:33]1[CH:38]=[CH:37][CH:36]=[CH:35][CH:34]=1. The catalyst class is: 491. Reactant: Br[C:2]1[C:10]2[O:9][CH2:8][C@@H:7]([N:11]([C:26](=[O:31])[C:27]([F:30])([F:29])[F:28])[C:12]3[CH:25]=[CH:24][C:15]4[C@H:16]([CH2:19][C:20]([O:22][CH3:23])=[O:21])[CH2:17][O:18][C:14]=4[CH:13]=3)[C:6]=2[CH:5]=[CH:4][CH:3]=1.[NH2:32][C:33]1[CH:38]=[CH:37][CH:36]=[CH:35][CH:34]=1.C(=O)([O-])[O-].[Cs+].[Cs+].C1(P(C2C=CC=CC=2)C2C3OC4C(=CC=CC=4P(C4C=CC=CC=4)C4C=CC=CC=4)C(C)(C)C=3C=CC=2)C=CC=CC=1. (4) Reactant: [NH:1](C(OC(C)(C)C)=O)[C@H:2]([C:8]([O:10]C(C)(C)C)=[O:9])[CH2:3][CH2:4][C:5](=[O:7])O.C1N=CN(C(N2C=NC=C2)=O)C=1.[NH2:34][C:35]1[CH:36]=[CH:37][C:38]([OH:45])=[C:39]([S:41]([OH:44])(=[O:43])=[O:42])[CH:40]=1. Product: [OH:45][C:38]1[CH:37]=[CH:36][C:35]([NH:34][C:5](=[O:7])[CH2:4][CH2:3][C@@H:2]([C:8]([OH:10])=[O:9])[NH2:1])=[CH:40][C:39]=1[S:41]([OH:44])(=[O:42])=[O:43]. The catalyst class is: 168. (5) Reactant: [CH2:1]([N:8]1[CH2:13][CH2:12][C@@H:11]([CH3:14])[C@@H:10]([NH:15][C:16]2[C:21]([CH2:22][OH:23])=[CH:20][N:19]=[C:18]3[N:24]([CH2:27][O:28][CH2:29][CH2:30][Si:31]([CH3:34])([CH3:33])[CH3:32])[CH:25]=[CH:26][C:17]=23)[CH2:9]1)[C:2]1[CH:7]=[CH:6][CH:5]=[CH:4][CH:3]=1.[CH:35](O)=O. Product: [CH2:1]([N:8]1[CH2:13][CH2:12][C@@H:11]([CH3:14])[C@@H:10]([N:15]2[C:16]3[C:17]4[CH:26]=[CH:25][N:24]([CH2:27][O:28][CH2:29][CH2:30][Si:31]([CH3:33])([CH3:32])[CH3:34])[C:18]=4[N:19]=[CH:20][C:21]=3[CH2:22][O:23][CH2:35]2)[CH2:9]1)[C:2]1[CH:3]=[CH:4][CH:5]=[CH:6][CH:7]=1. The catalyst class is: 15. (6) Reactant: Cl.[NH:2]1[CH2:7][CH2:6][CH:5]([N:8]2[C:12]3[CH:13]=[C:14]([O:17][C:18]([F:21])([F:20])[F:19])[CH:15]=[CH:16][C:11]=3[NH:10][C:9]2=[O:22])[CH2:4][CH2:3]1.[CH2:23]([O:26][CH:27]1[CH2:32][CH2:31][C:30](=O)[CH2:29][CH2:28]1)[CH2:24][CH3:25].C([O-])(=O)C.[Na+].ClCCl. Product: [CH2:23]([O:26][C@H:27]1[CH2:32][CH2:31][C@H:30]([N:2]2[CH2:7][CH2:6][CH:5]([N:8]3[C:12]4[CH:13]=[C:14]([O:17][C:18]([F:19])([F:21])[F:20])[CH:15]=[CH:16][C:11]=4[NH:10][C:9]3=[O:22])[CH2:4][CH2:3]2)[CH2:29][CH2:28]1)[CH2:24][CH3:25]. The catalyst class is: 15. (7) Reactant: [F:1][C:2]1[C:7]([C:8]2[C:9](=[O:35])[NH:10][C:11](=[O:34])[N:12]([CH2:14][CH2:15][CH2:16][N:17]3[CH2:22][C:21]4([C:23]5[CH:28]=[CH:27][C:26]([C:29]([F:32])([F:31])[F:30])=[CH:25][CH:24]=5)[C:19]([CH3:33])([CH2:20]4)[CH2:18]3)[N:13]=2)=[CH:6][CH:5]=[CH:4][N:3]=1.[ClH:36].CO. Product: [ClH:36].[ClH:36].[F:1][C:2]1[C:7]([C:8]2[C:9](=[O:35])[NH:10][C:11](=[O:34])[N:12]([CH2:14][CH2:15][CH2:16][N:17]3[CH2:22][C:21]4([C:23]5[CH:28]=[CH:27][C:26]([C:29]([F:32])([F:31])[F:30])=[CH:25][CH:24]=5)[C:19]([CH3:33])([CH2:20]4)[CH2:18]3)[N:13]=2)=[CH:6][CH:5]=[CH:4][N:3]=1. The catalyst class is: 2. (8) Reactant: C[O:2][C:3](=[O:19])[C:4]1[CH:9]=[CH:8][CH:7]=[C:6]([CH2:10][O:11][C:12]2[CH:17]=[CH:16][C:15](I)=[CH:14][CH:13]=2)[CH:5]=1.[CH3:20][O:21][CH2:22][C:23]1[CH:28]=[CH:27][CH:26]=[CH:25][C:24]=1B(O)O. The catalyst class is: 12. Product: [CH3:20][O:21][CH2:22][C:23]1[CH:28]=[CH:27][CH:26]=[CH:25][C:24]=1[C:15]1[CH:16]=[CH:17][C:12]([O:11][CH2:10][C:6]2[CH:5]=[C:4]([CH:9]=[CH:8][CH:7]=2)[C:3]([OH:2])=[O:19])=[CH:13][CH:14]=1. (9) Reactant: [O:1]([CH2:8][C:9]1[N:10]=[C:11]2[CH:16]=[CH:15][NH:14][C:13](=[O:17])[N:12]2[CH:18]=1)[C:2]1[CH:7]=[CH:6][CH:5]=[CH:4][CH:3]=1.Cl[C:20]1[CH:25]=[CH:24][N:23]=[C:22]([O:26][CH3:27])[N:21]=1.C([O-])([O-])=O.[Cs+].[Cs+].C1(P(C2CCCCC2)C2C=CC=CC=2C2C(C(C)C)=CC(C(C)C)=CC=2C(C)C)CCCCC1. Product: [CH3:27][O:26][C:22]1[N:23]=[C:24]([N:14]2[CH:15]=[CH:16][C:11]3=[N:10][C:9]([CH2:8][O:1][C:2]4[CH:3]=[CH:4][CH:5]=[CH:6][CH:7]=4)=[CH:18][N:12]3[C:13]2=[O:17])[CH:25]=[CH:20][N:21]=1. The catalyst class is: 160. (10) Reactant: [C:1]([O:7][CH2:8][CH3:9])(=[O:6])[CH2:2][C:3]([CH3:5])=O.[F:10][C:11]1[CH:12]=[C:13]([CH:16]=[CH:17][CH:18]=1)[CH:14]=O.[NH4+:19].[OH-:20]. Product: [F:10][C:11]1[CH:12]=[C:13]([CH:14]2[C:2]([C:1]([O:7][CH2:8][CH3:9])=[O:6])=[C:3]([CH3:5])[NH:19][C:3]([CH3:5])=[C:2]2[C:1]([O:7][CH2:8][CH3:9])=[O:20])[CH:16]=[CH:17][CH:18]=1. The catalyst class is: 14.